Dataset: Catalyst prediction with 721,799 reactions and 888 catalyst types from USPTO. Task: Predict which catalyst facilitates the given reaction. (1) Reactant: [NH:1]1[C:5]([NH2:6])=[CH:4][CH:3]=[N:2]1.C([O:9][CH:10]=[CH:11][C:12](OCC)=O)C.C(=O)([O-])[O-].[Cs+].[Cs+]. Product: [N:2]1[N:1]2[CH:12]=[CH:11][C:10]([OH:9])=[N:6][C:5]2=[CH:4][CH:3]=1. The catalyst class is: 3. (2) Reactant: N[C:2]1[CH:3]=[C:4]([Br:8])[CH:5]=[N:6][CH:7]=1.N(OCCC(C)C)=O.[CH3:17][CH:18]([OH:20])[CH3:19]. Product: [CH:18]([O:20][C:2]1[CH:3]=[C:4]([Br:8])[CH:5]=[N:6][CH:7]=1)([CH3:19])[CH3:17]. The catalyst class is: 33. (3) Reactant: [F:1][C:2]1[CH:3]=[C:4]([CH:27]=[CH:28][CH:29]=1)[CH2:5][N:6]1[C:14]2[C:9](=[CH:10][C:11]([NH:15][C:16]3[C:25]4[C:20](=[CH:21][CH:22]=[C:23]([NH2:26])[CH:24]=4)[N:19]=[CH:18][N:17]=3)=[CH:12][CH:13]=2)[CH:8]=[N:7]1.[Br:30][CH2:31]/[CH:32]=[CH:33]/[C:34](Cl)=[O:35].O. Product: [Br:30][CH2:31]/[CH:32]=[CH:33]/[C:34]([NH:26][C:23]1[CH:24]=[C:25]2[C:20](=[CH:21][CH:22]=1)[N:19]=[CH:18][N:17]=[C:16]2[NH:15][C:11]1[CH:10]=[C:9]2[C:14](=[CH:13][CH:12]=1)[N:6]([CH2:5][C:4]1[CH:27]=[CH:28][CH:29]=[C:2]([F:1])[CH:3]=1)[N:7]=[CH:8]2)=[O:35]. The catalyst class is: 1. (4) Reactant: [C:1]([C:3]1[CH:8]=[CH:7][C:6]([OH:9])=[CH:5][CH:4]=1)#[N:2].Br[CH2:11][C:12]([O:14][CH2:15][CH3:16])=[O:13].C([O-])([O-])=O.[K+].[K+]. Product: [C:1]([C:3]1[CH:8]=[CH:7][C:6]([O:9][CH2:11][C:12]([O:14][CH2:15][CH3:16])=[O:13])=[CH:5][CH:4]=1)#[N:2]. The catalyst class is: 21. (5) The catalyst class is: 2. Product: [C:10]([O:14][C:15](=[O:25])[NH:16][C:17]1[C:18]([CH2:23][NH:9][CH2:8][C:3]2[C:2]([CH3:1])=[CH:7][CH:6]=[CH:5][N:4]=2)=[N:19][CH:20]=[CH:21][CH:22]=1)([CH3:13])([CH3:12])[CH3:11]. Reactant: [CH3:1][C:2]1[C:3]([CH2:8][NH2:9])=[N:4][CH:5]=[CH:6][CH:7]=1.[C:10]([O:14][C:15](=[O:25])[NH:16][C:17]1[C:18]([CH:23]=O)=[N:19][CH:20]=[CH:21][CH:22]=1)([CH3:13])([CH3:12])[CH3:11].[BH-](OC(C)=O)(OC(C)=O)OC(C)=O.[Na+].